From a dataset of Catalyst prediction with 721,799 reactions and 888 catalyst types from USPTO. Predict which catalyst facilitates the given reaction. Reactant: C1COCC1.[F:6][C:7]1[CH:12]=[CH:11][C:10]([S:13][C:14]2([C:22]3[CH:27]=[CH:26][C:25]([C:28]([F:37])([C:33]([F:36])([F:35])[F:34])[C:29]([F:32])([F:31])[F:30])=[CH:24][CH:23]=3)[CH2:18][NH:17][C@H:16]([C:19](O)=[O:20])[CH2:15]2)=[CH:9][CH:8]=1.OS(O)(=O)=O.[OH-].[Na+]. Product: [F:6][C:7]1[CH:8]=[CH:9][C:10]([S:13][C:14]2([C:22]3[CH:23]=[CH:24][C:25]([C:28]([F:37])([C:29]([F:30])([F:31])[F:32])[C:33]([F:36])([F:35])[F:34])=[CH:26][CH:27]=3)[CH2:18][NH:17][C@H:16]([CH2:19][OH:20])[CH2:15]2)=[CH:11][CH:12]=1. The catalyst class is: 5.